The task is: Predict which catalyst facilitates the given reaction.. This data is from Catalyst prediction with 721,799 reactions and 888 catalyst types from USPTO. Reactant: [NH2:1][C:2]1[CH:10]=[CH:9][CH:8]=[C:7]2[C:3]=1[C:4]1([C:24]3[C:15](=[CH:16][C:17]4[O:22][CH2:21][CH2:20][O:19][C:18]=4[CH:23]=3)[O:14][CH2:13]1)[C:5](=[O:12])[N:6]2[CH3:11].[CH:25]1([C:29](Cl)=[O:30])[CH2:28][CH2:27][CH2:26]1. Product: [CH3:11][N:6]1[C:7]2[C:3](=[C:2]([NH:1][C:29]([CH:25]3[CH2:28][CH2:27][CH2:26]3)=[O:30])[CH:10]=[CH:9][CH:8]=2)[C:4]2([C:24]3[C:15](=[CH:16][C:17]4[O:22][CH2:21][CH2:20][O:19][C:18]=4[CH:23]=3)[O:14][CH2:13]2)[C:5]1=[O:12]. The catalyst class is: 272.